This data is from Forward reaction prediction with 1.9M reactions from USPTO patents (1976-2016). The task is: Predict the product of the given reaction. (1) Given the reactants [C:1]([O:5][C:6]([N:8]1[CH2:13][CH2:12][N:11]([C:14]2[CH:15]=[C:16]3[C:20](=[CH:21][CH:22]=2)[N:19]([Si](C(C)(C)C)(C)C)[CH:18]=[CH:17]3)[CH:10]([CH2:30][C:31]2[CH:36]=[CH:35][CH:34]=[CH:33][CH:32]=2)[CH2:9]1)=[O:7])([CH3:4])([CH3:3])[CH3:2].CCCC[N+](CCCC)(CCCC)CCCC.[F-], predict the reaction product. The product is: [C:1]([O:5][C:6]([N:8]1[CH2:13][CH2:12][N:11]([C:14]2[CH:15]=[C:16]3[C:20](=[CH:21][CH:22]=2)[NH:19][CH:18]=[CH:17]3)[CH:10]([CH2:30][C:31]2[CH:32]=[CH:33][CH:34]=[CH:35][CH:36]=2)[CH2:9]1)=[O:7])([CH3:4])([CH3:2])[CH3:3]. (2) Given the reactants [Cl:1][C:2]1[CH:7]=[CH:6][C:5]([N:8]2[C:16](=[O:17])[C:15]3[C:10](=[C:11]([N+:23]([O-:25])=[O:24])[C:12]([OH:22])=[C:13]([O:18]C(=O)C)[CH:14]=3)[CH2:9]2)=[CH:4][CH:3]=1, predict the reaction product. The product is: [Cl:1][C:2]1[CH:3]=[CH:4][C:5]([N:8]2[CH2:9][C:10]3[C:15](=[CH:14][C:13]([OH:18])=[C:12]([OH:22])[C:11]=3[N+:23]([O-:25])=[O:24])[C:16]2=[O:17])=[CH:6][CH:7]=1. (3) Given the reactants [F:1][C:2]([F:20])([F:19])[C:3]1[CH:8]=[CH:7][C:6]([CH:9]2[C:18]3[C:13](=[CH:14][CH:15]=[CH:16][CH:17]=3)[CH2:12][CH2:11][NH:10]2)=[CH:5][CH:4]=1.CCN(C(C)C)C(C)C.[N:30]([C:33]1[CH:34]=[N:35][CH:36]=[CH:37][CH:38]=1)=[C:31]=[O:32], predict the reaction product. The product is: [N:35]1[CH:36]=[CH:37][CH:38]=[C:33]([NH:30][C:31]([N:10]2[CH2:11][CH2:12][C:13]3[C:18](=[CH:17][CH:16]=[CH:15][CH:14]=3)[CH:9]2[C:6]2[CH:5]=[CH:4][C:3]([C:2]([F:1])([F:19])[F:20])=[CH:8][CH:7]=2)=[O:32])[CH:34]=1. (4) Given the reactants [Cl:1][CH2:2][CH2:3][N:4]([CH2:6][C:7]1[CH:12]=[CH:11][C:10]([C:13]2[S:21][C:20]3[C:15](=[N:16][CH:17]=[CH:18][C:19]=3[O:22][C:23]3[CH:28]=[CH:27][C:26]([N+:29]([O-])=O)=[CH:25][C:24]=3[F:32])[CH:14]=2)=[CH:9][CH:8]=1)[CH3:5].Cl[Sn]Cl, predict the reaction product. The product is: [Cl:1][CH2:2][CH2:3][N:4]([CH2:6][C:7]1[CH:8]=[CH:9][C:10]([C:13]2[S:21][C:20]3[C:15](=[N:16][CH:17]=[CH:18][C:19]=3[O:22][C:23]3[CH:28]=[CH:27][C:26]([NH2:29])=[CH:25][C:24]=3[F:32])[CH:14]=2)=[CH:11][CH:12]=1)[CH3:5].